This data is from Reaction yield outcomes from USPTO patents with 853,638 reactions. The task is: Predict the reaction yield, written as a fraction of the theoretical maximum amount of product (1.0 means a 100% yield; for example, 0.34 means a 34% yield). (1) The reactants are [CH2:1]([C:4]1([S:7]([NH:10][C:11]2[CH:16]=[CH:15][C:14]([F:17])=[C:13]([F:18])[C:12]=2[NH:19][C:20]2[CH:25]=[CH:24][C:23]([I:26])=[CH:22][C:21]=2[F:27])(=[O:9])=[O:8])[CH2:6][CH2:5]1)C=C.C[N+]1([O-])CC[O:32]CC1.CCO[C:39]([CH3:41])=[O:40]. The catalyst is C1COCC1.O.[Os](=O)(=O)(=O)=O. The product is [F:18][C:13]1[C:12]([NH:19][C:20]2[CH:25]=[CH:24][C:23]([I:26])=[CH:22][C:21]=2[F:27])=[C:11]([NH:10][S:7]([C:4]2([CH2:1][CH:39]([OH:40])[CH2:41][OH:32])[CH2:6][CH2:5]2)(=[O:8])=[O:9])[CH:16]=[CH:15][C:14]=1[F:17]. The yield is 0.790. (2) The reactants are [CH3:1][O:2][CH2:3][CH2:4][OH:5].O[N:7]1[C:11](=[O:12])[C:10]2=[CH:13][CH:14]=[CH:15][CH:16]=[C:9]2[C:8]1=[O:17].C1(P(C2C=CC=CC=2)C2C=CC=CC=2)C=CC=CC=1.N(C(OC(C)C)=O)=NC(OC(C)C)=O. The catalyst is C1COCC1. The product is [CH3:1][O:2][CH2:3][CH2:4][O:5][N:7]1[C:11](=[O:12])[C:10]2[C:9](=[CH:16][CH:15]=[CH:14][CH:13]=2)[C:8]1=[O:17]. The yield is 0.892. (3) The reactants are [C:1]([C:3]1[N:4]=[C:5]([C:18]2[C:23]([F:24])=[CH:22][CH:21]=[CH:20][C:19]=2[F:25])[O:6][C:7]=1[NH:8][C:9]1[CH:17]=[CH:16][C:12]([C:13]([OH:15])=[O:14])=[CH:11][CH:10]=1)#[N:2].S(=O)(=O)(O)[OH:27]. No catalyst specified. The product is [C:1]([C:3]1[N:4]=[C:5]([C:18]2[C:19]([F:25])=[CH:20][CH:21]=[CH:22][C:23]=2[F:24])[O:6][C:7]=1[NH:8][C:9]1[CH:10]=[CH:11][C:12]([C:13]([OH:15])=[O:14])=[CH:16][CH:17]=1)(=[O:27])[NH2:2]. The yield is 0.570. (4) The reactants are Br[CH2:2][CH2:3][CH2:4][CH2:5][C:6]([O:8][CH2:9][CH3:10])=[O:7].[OH:11][C:12]1[CH:24]=[CH:23][C:22]2[C:21]3[C:16](=[CH:17][CH:18]=[CH:19][CH:20]=3)[NH:15][C:14]=2[CH:13]=1. No catalyst specified. The product is [CH:13]1[C:14]2[NH:15][C:16]3[C:21](=[CH:20][CH:19]=[CH:18][CH:17]=3)[C:22]=2[CH:23]=[CH:24][C:12]=1[O:11][CH2:2][CH2:3][CH2:4][CH2:5][C:6]([O:8][CH2:9][CH3:10])=[O:7]. The yield is 0.340. (5) The reactants are [S:1]1[CH:5]=[C:4]([C:6]2[N:15]=[C:14]([C:16]([OH:18])=O)[C:13]3[C:8](=[CH:9][CH:10]=[CH:11][CH:12]=3)[N:7]=2)[N:3]=[CH:2]1.Cl.[OH:20][C:21]1[C:30]([CH3:31])=[CH:29][CH:28]=[C:27]2[C:22]=1[CH2:23][CH2:24][NH:25][CH2:26]2. No catalyst specified. The product is [S:1]1[CH:5]=[C:4]([C:6]2[N:15]=[C:14]([C:16]([N:25]3[CH2:24][CH2:23][C:22]4[C:27](=[CH:28][CH:29]=[C:30]([CH3:31])[C:21]=4[OH:20])[CH2:26]3)=[O:18])[C:13]3[C:8](=[CH:9][CH:10]=[CH:11][CH:12]=3)[N:7]=2)[N:3]=[CH:2]1. The yield is 0.400. (6) The reactants are [F:1][C:2]1[CH:7]=[C:6](I)[CH:5]=[CH:4][C:3]=1[N:9]1[CH:14]=[C:13]([O:15][CH3:16])[C:12](=[O:17])[C:11]([C:18]2[N:22]([C:23]3[CH:28]=[CH:27][CH:26]=[CH:25][CH:24]=3)[N:21]=[CH:20][CH:19]=2)=[N:10]1.[NH:29]1[CH2:32][CH2:31][C:30]1=[O:33].[O-]P([O-])([O-])=O.[K+].[K+].[K+].N[C@@H]1CCCC[C@H]1N. The catalyst is O1CCOCC1.C([O-])(O)=O.[Na+].[Cu]I. The product is [F:1][C:2]1[CH:7]=[C:6]([N:29]2[CH2:32][CH2:31][C:30]2=[O:33])[CH:5]=[CH:4][C:3]=1[N:9]1[CH:14]=[C:13]([O:15][CH3:16])[C:12](=[O:17])[C:11]([C:18]2[N:22]([C:23]3[CH:28]=[CH:27][CH:26]=[CH:25][CH:24]=3)[N:21]=[CH:20][CH:19]=2)=[N:10]1. The yield is 0.440. (7) The reactants are [NH:1]1[C:9]2[CH:8]=[CH:7][CH:6]=[C:5]([C:10]([O:12][CH3:13])=[O:11])[C:4]=2[CH:3]=[CH:2]1.[CH3:14][N+:15]([CH3:17])=[CH2:16].[I-:18]. The catalyst is C(O)(=O)C. The product is [IH:18].[CH3:13][O:12][C:10]([C:5]1[C:4]2[C:3]([CH2:14][N:15]([CH3:17])[CH3:16])=[CH:2][NH:1][C:9]=2[CH:8]=[CH:7][CH:6]=1)=[O:11]. The yield is 1.00.